Predict which catalyst facilitates the given reaction. From a dataset of Catalyst prediction with 721,799 reactions and 888 catalyst types from USPTO. (1) Reactant: [Cl:1][C:2]1[C:6]([NH2:7])=[CH:5][N:4]([C:8]2[CH:9]=[N:10][CH:11]=[CH:12][CH:13]=2)[N:3]=1.C(OCC)(=O)C.C(=O)(O)[O-].[Na+].[Cl:25][CH2:26][CH2:27][C:28](Cl)=[O:29]. Product: [Cl:25][CH2:26][CH2:27][C:28]([NH:7][C:6]1[C:2]([Cl:1])=[N:3][N:4]([C:8]2[CH:9]=[N:10][CH:11]=[CH:12][CH:13]=2)[CH:5]=1)=[O:29]. The catalyst class is: 6. (2) Reactant: [CH:1]1([C:4]2[N:8]=[C:7]([C:9]3[C:10]4[CH2:27][CH2:26][CH2:25][C:11]=4[S:12][C:13]=3[NH:14][C:15]([C:17]3[CH2:21][CH2:20][CH2:19][C:18]=3[C:22]([OH:24])=[O:23])=[O:16])[O:6][N:5]=2)[CH2:3][CH2:2]1.[C:28]12C(=O)OC(=O)C=1CCCC2. Product: [CH:1]1([C:4]2[N:8]=[C:7]([C:9]3[C:10]4[CH2:27][CH2:26][CH2:25][C:11]=4[S:12][C:13]=3[NH:14][C:15]([C:17]3[CH2:28][CH2:21][CH2:20][CH2:19][C:18]=3[C:22]([OH:24])=[O:23])=[O:16])[O:6][N:5]=2)[CH2:3][CH2:2]1. The catalyst class is: 828. (3) Reactant: [NH2:1][C:2]1[CH:30]=[CH:29][C:5]([O:6][C:7]2[N:12]=[CH:11][N:10]=[C:9]([NH:13][C:14]([N:16]3[CH2:21][CH2:20][N:19]([CH2:22][CH2:23][N:24]4[CH2:28][CH2:27][CH2:26][CH2:25]4)[CH2:18][CH2:17]3)=[O:15])[CH:8]=2)=[C:4]([F:31])[CH:3]=1.CC1(C)C2(CS(O)(=O)=O)C(CC1CC2)=O.[C:47]1([CH2:53][C:54]([N:56]=[C:57]=[S:58])=[O:55])[CH:52]=[CH:51][CH:50]=[CH:49][CH:48]=1. Product: [F:31][C:4]1[CH:3]=[C:2]([NH:1][C:57]([NH:56][C:54](=[O:55])[CH2:53][C:47]2[CH:48]=[CH:49][CH:50]=[CH:51][CH:52]=2)=[S:58])[CH:30]=[CH:29][C:5]=1[O:6][C:7]1[N:12]=[CH:11][N:10]=[C:9]([NH:13][C:14]([N:16]2[CH2:21][CH2:20][N:19]([CH2:22][CH2:23][N:24]3[CH2:28][CH2:27][CH2:26][CH2:25]3)[CH2:18][CH2:17]2)=[O:15])[CH:8]=1. The catalyst class is: 548. (4) Reactant: [OH:1][C:2]1[CH:7]=[CH:6][C:5]([C:8]2[CH:13]=[CH:12][N:11]=[C:10]([C:14]#[N:15])[CH:9]=2)=[CH:4][CH:3]=1.CC(C)([O-])C.[K+].CS(O[CH:27]1[CH2:30][N:29]([CH2:31][C:32]2[CH:37]=[CH:36][C:35]([O:38][C:39]3[CH:44]=[CH:43][CH:42]=[CH:41][CH:40]=3)=[CH:34][CH:33]=2)[CH2:28]1)(=O)=O.CC(O)=O. Product: [O:38]([C:35]1[CH:36]=[CH:37][C:32]([CH2:31][N:29]2[CH2:30][CH:27]([O:1][C:2]3[CH:7]=[CH:6][C:5]([C:8]4[CH:13]=[CH:12][N:11]=[C:10]([C:14]#[N:15])[CH:9]=4)=[CH:4][CH:3]=3)[CH2:28]2)=[CH:33][CH:34]=1)[C:39]1[CH:40]=[CH:41][CH:42]=[CH:43][CH:44]=1. The catalyst class is: 16. (5) The catalyst class is: 243. Product: [CH2:39]([O:41][C:42](=[O:46])/[C:43](/[C:44]#[N:45])=[C:34]1\[C:30]([CH3:38])([CH3:29])[O:31][C:32]([CH3:37])([CH3:36])[CH2:33]\1)[CH3:40]. Reactant: C1(C2N=C(C3C4CCCCC=4SC=3NC(N3CCC[C@@H]3C(O)=O)=O)ON=2)CC1.[CH3:29][C:30]1([CH3:38])[C:34](=O)[CH2:33][C:32]([CH3:37])([CH3:36])[O:31]1.[CH2:39]([O:41][C:42](=[O:46])[CH2:43][C:44]#[N:45])[CH3:40]. (6) Reactant: [C:1]([C:4]1C(=O)S[C:7](=[O:11])[NH:6][C:5]=1[OH:12])(=O)[CH3:2].[NH2:13][C:14]1[CH:19]=[CH:18][CH:17]=[CH:16][CH:15]=1. Product: [CH3:2][C:1]1[N:13]([C:14]2[CH:19]=[CH:18][CH:17]=[CH:16][CH:15]=2)[C:7](=[O:11])[NH:6][C:5](=[O:12])[CH:4]=1. The catalyst class is: 3. (7) Reactant: Cl.[NH2:2][C@H:3]([CH:19]([CH3:21])[CH3:20])[C:4]([N:6]1[CH2:11][CH2:10][CH:9]([C:12]2[CH:17]=[CH:16][C:15]([Cl:18])=[CH:14][CH:13]=2)[CH2:8][CH2:7]1)=[O:5].[Cl:22][CH2:23][C:24](Cl)=[O:25]. The catalyst class is: 2. Product: [Cl:22][CH2:23][C:24]([NH:2][C@H:3]([CH:19]([CH3:21])[CH3:20])[C:4]([N:6]1[CH2:11][CH2:10][CH:9]([C:12]2[CH:13]=[CH:14][C:15]([Cl:18])=[CH:16][CH:17]=2)[CH2:8][CH2:7]1)=[O:5])=[O:25]. (8) Reactant: [OH:1][C:2]1[CH:7]=[C:6]([OH:8])[CH:5]=[CH:4][C:3]=1[C@H:9]1[CH2:14][CH2:13][C@H:12]([CH2:15][C:16]([O:18]C)=[O:17])[CH2:11][CH2:10]1.[OH-].[Na+].Cl. Product: [OH:1][C:2]1[CH:7]=[C:6]([OH:8])[CH:5]=[CH:4][C:3]=1[C@H:9]1[CH2:10][CH2:11][C@H:12]([CH2:15][C:16]([OH:18])=[O:17])[CH2:13][CH2:14]1. The catalyst class is: 84. (9) Product: [CH3:5][O:6][C:7]1[CH:12]=[CH:11][C:10]2[C:19](=[O:20])[C:14]3[C:13]([C:9]=2[CH:8]=1)=[CH:18][CH:17]=[CH:16][N:15]=3. Reactant: [Cl-].[Al+3].[Cl-].[Cl-].[CH3:5][O:6][C:7]1[CH:8]=[C:9]([C:13]2[C:14]([C:19](Cl)=[O:20])=[N:15][CH:16]=[CH:17][CH:18]=2)[CH:10]=[CH:11][CH:12]=1. The catalyst class is: 4.